This data is from Reaction yield outcomes from USPTO patents with 853,638 reactions. The task is: Predict the reaction yield, written as a fraction of the theoretical maximum amount of product (1.0 means a 100% yield; for example, 0.34 means a 34% yield). (1) The reactants are [C:1]([O:4][C@@H:5]1[C@@H:10]([O:11][C:12](=[O:14])[CH3:13])[C@H:9]([O:15][C:16](=[O:18])[CH3:17])[CH2:8][S:7][CH:6]1Br)(=[O:3])[CH3:2].[CH3:20][C:21]1[S:22][C:23]2[CH:29]=[CH:28][C:27]([OH:30])=[CH:26][C:24]=2[N:25]=1. No catalyst specified. The product is [C:1]([O:4][C@@H:5]1[C@@H:10]([O:11][C:12](=[O:14])[CH3:13])[C@H:9]([O:15][C:16](=[O:18])[CH3:17])[CH2:8][S:7][C@H:6]1[O:30][C:27]1[CH:28]=[CH:29][C:23]2[S:22][C:21]([CH3:20])=[N:25][C:24]=2[CH:26]=1)(=[O:3])[CH3:2]. The yield is 0.0600. (2) The reactants are [OH:1][NH:2][C:3](=[NH:21])[C:4]1[CH:9]=[CH:8][C:7]([C:10]2[CH:19]=[CH:18][C:17]3[C:12](=[CH:13][CH:14]=[C:15]([OH:20])[CH:16]=3)[N:11]=2)=[CH:6][CH:5]=1.C1N=CN([C:27](N2C=NC=C2)=[O:28])C=1. The catalyst is C1COCC1. The product is [OH:20][C:15]1[CH:16]=[C:17]2[C:12](=[CH:13][CH:14]=1)[N:11]=[C:10]([C:7]1[CH:6]=[CH:5][C:4]([C:3]3[NH:2][O:1][C:27](=[O:28])[N:21]=3)=[CH:9][CH:8]=1)[CH:19]=[CH:18]2. The yield is 0.360. (3) The reactants are C([O-])(=O)C.[NH4+:5].[CH3:6][CH:7]1[CH2:11][CH2:10][C:9](=O)[C@@H:8]1[C:13]([O:15][CH2:16][CH3:17])=[O:14]. The catalyst is CO. The product is [NH2:5][C:9]1[CH2:10][CH2:11][C@@H:7]([CH3:6])[C:8]=1[C:13]([O:15][CH2:16][CH3:17])=[O:14]. The yield is 0.970.